This data is from Peptide-MHC class I binding affinity with 185,985 pairs from IEDB/IMGT. The task is: Regression. Given a peptide amino acid sequence and an MHC pseudo amino acid sequence, predict their binding affinity value. This is MHC class I binding data. (1) The binding affinity (normalized) is 0.177. The peptide sequence is AEMLASIDLKY. The MHC is HLA-B40:02 with pseudo-sequence HLA-B40:02. (2) The peptide sequence is EMMAKEEELV. The MHC is HLA-A68:02 with pseudo-sequence HLA-A68:02. The binding affinity (normalized) is 0.283. (3) The peptide sequence is KMVGTVQRV. The MHC is HLA-B35:01 with pseudo-sequence HLA-B35:01. The binding affinity (normalized) is 0.0847. (4) The peptide sequence is SYMMDDLELI. The MHC is HLA-B07:02 with pseudo-sequence HLA-B07:02. The binding affinity (normalized) is 0.0847. (5) The peptide sequence is EELRSLFNTV. The MHC is HLA-A26:03 with pseudo-sequence HLA-A26:03. The binding affinity (normalized) is 0.0847. (6) The peptide sequence is GDLTCNSTVT. The MHC is Mamu-A11 with pseudo-sequence Mamu-A11. The binding affinity (normalized) is 0. (7) The peptide sequence is PYCYDTNLL. The MHC is HLA-A29:02 with pseudo-sequence HLA-A29:02. The binding affinity (normalized) is 0.592.